This data is from Catalyst prediction with 721,799 reactions and 888 catalyst types from USPTO. The task is: Predict which catalyst facilitates the given reaction. (1) Reactant: [OH:1][C:2]1[CH:9]=[CH:8][C:5]([CH:6]=[O:7])=[CH:4][CH:3]=1.[C:10]([O:14][C:15](O[C:15]([O:14][C:10]([CH3:13])([CH3:12])[CH3:11])=[O:16])=[O:16])([CH3:13])([CH3:12])[CH3:11].C(=O)([O-])[O-].[K+].[K+]. Product: [C:10]([O:14][C:15]([O:1][C:2]1[CH:9]=[CH:8][C:5]([CH:6]=[O:7])=[CH:4][CH:3]=1)=[O:16])([CH3:13])([CH3:12])[CH3:11]. The catalyst class is: 10. (2) The catalyst class is: 90. Product: [C:1]([O:5][C:6](=[O:35])[CH2:7][C@H:8]([CH2:9][C@H:10]([CH3:19])[CH2:11][CH2:12][CH:13]1[CH2:14][CH2:15][CH2:16][CH2:17][CH2:18]1)[C:20]([OH:21])=[O:42])([CH3:2])([CH3:3])[CH3:4]. Reactant: [C:1]([O:5][C:6](=[O:35])[CH2:7][C@@H:8]([C:20](N1[C@H](C)[C@@H](C2C=CC=CC=2)OC1=O)=[O:21])[CH2:9][C@H:10]([CH3:19])[CH2:11][CH2:12][CH:13]1[CH2:18][CH2:17][CH2:16][CH2:15][CH2:14]1)([CH3:4])([CH3:3])[CH3:2].O.[OH-].[Li+].OO.S([O-])([O-])=[O:42].[Na+].[Na+]. (3) Reactant: [C:1]([O:4][C:5]1[CH:6]=[C:7]([CH:11]=[CH:12][CH:13]=1)[C:8](O)=[O:9])(=[O:3])[CH3:2].C(Cl)(=O)C([Cl:17])=O.CN(C=O)C. Product: [C:1]([O:4][C:5]1[CH:6]=[C:7]([CH:11]=[CH:12][CH:13]=1)[C:8]([Cl:17])=[O:9])(=[O:3])[CH3:2]. The catalyst class is: 27. (4) Reactant: C(Cl)(=O)C(Cl)=O.[CH3:7][N:8]1[C:12]([C:13]([OH:15])=O)=[CH:11][CH:10]=[N:9]1.[Cl:16][C:17]1[C:18]([NH2:24])=[N:19][C:20]([NH2:23])=[CH:21][N:22]=1. Product: [NH2:24][C:18]1[N:19]=[C:20]([NH:23][C:13]([C:12]2[N:8]([CH3:7])[N:9]=[CH:10][CH:11]=2)=[O:15])[CH:21]=[N:22][C:17]=1[Cl:16]. The catalyst class is: 120. (5) Reactant: O1CCCC1.[CH2:6]([O:8][C:9]1[CH:14]=[CH:13][C:12]([N+:15]([O-])=O)=[CH:11][C:10]=1[C:18]1[NH:23][C:22](=[O:24])[C:21]2=[C:25]([CH3:33])[N:26]=[C:27]([CH:28]3[CH2:32][CH2:31][CH2:30][CH2:29]3)[N:20]2[N:19]=1)[CH3:7]. Product: [NH2:15][C:12]1[CH:13]=[CH:14][C:9]([O:8][CH2:6][CH3:7])=[C:10]([C:18]2[NH:23][C:22](=[O:24])[C:21]3=[C:25]([CH3:33])[N:26]=[C:27]([CH:28]4[CH2:32][CH2:31][CH2:30][CH2:29]4)[N:20]3[N:19]=2)[CH:11]=1. The catalyst class is: 29.